Dataset: Forward reaction prediction with 1.9M reactions from USPTO patents (1976-2016). Task: Predict the product of the given reaction. (1) Given the reactants Cl.[CH2:2]1[C:7]2([CH2:12][CH2:11][NH:10][CH2:9][CH2:8]2)[CH2:6][CH2:5][N:4]([C:13]([O:15][C:16]([CH3:19])([CH3:18])[CH3:17])=[O:14])[CH2:3]1.[O:20]([C:27]1[CH:34]=[CH:33][CH:32]=[CH:31][C:28]=1[CH:29]=O)[C:21]1[CH:26]=[CH:25][CH:24]=[CH:23][CH:22]=1.C(O[BH-](OC(=O)C)OC(=O)C)(=O)C.[Na+].C([O-])([O-])=O.[Na+].[Na+], predict the reaction product. The product is: [O:20]([C:27]1[CH:34]=[CH:33][CH:32]=[CH:31][C:28]=1[CH2:29][N:10]1[CH2:11][CH2:12][C:7]2([CH2:2][CH2:3][N:4]([C:13]([O:15][C:16]([CH3:19])([CH3:18])[CH3:17])=[O:14])[CH2:5][CH2:6]2)[CH2:8][CH2:9]1)[C:21]1[CH:22]=[CH:23][CH:24]=[CH:25][CH:26]=1. (2) Given the reactants [OH:1][C:2]12[CH2:11][CH:6]3[CH2:7][CH:8]([CH2:10][C:4]([C:12]([OH:14])=O)([CH2:5]3)[CH2:3]1)[CH2:9]2.[S:15]1[CH:19]=[CH:18][CH:17]=[C:16]1[CH2:20]N.[CH2:22]([N:24](CC)CC)C.CCN=C=NCCCN(C)C, predict the reaction product. The product is: [S:15]1[CH:19]=[CH:18][CH:17]=[C:16]1[CH2:20][CH2:22][NH:24][C:12]([C:4]12[CH2:5][CH:6]3[CH2:7][CH:8]([CH2:9][C:2]([OH:1])([CH2:11]3)[CH2:3]1)[CH2:10]2)=[O:14]. (3) Given the reactants C[NH:2][S:3]([C:6]1[CH:11]=[CH:10][C:9]([CH3:12])=[CH:8][CH:7]=1)(=[O:5])=[O:4].[OH-].[Na+].[CH2:15](Br)[CH:16]=[CH2:17], predict the reaction product. The product is: [CH2:17]([C:7]1[CH:8]=[C:9]([CH3:12])[CH:10]=[CH:11][C:6]=1[S:3]([NH2:2])(=[O:5])=[O:4])[CH:16]=[CH2:15]. (4) Given the reactants Cl[CH2:2][C:3](=[O:5])[CH3:4].C([O-])(O)=O.[Na+].[CH3:11][C:12]1[CH:17]=[CH:16][C:15]([SH:18])=[CH:14][CH:13]=1.O, predict the reaction product. The product is: [C:12]1([CH3:11])[CH:17]=[CH:16][C:15]([S:18][CH2:2][C:3](=[O:5])[CH3:4])=[CH:14][CH:13]=1. (5) Given the reactants C1COCC1.C[O:7][C:8](=[O:24])[C:9]1[CH:14]=[CH:13][C:12]([Cl:15])=[C:11]([C:16]2[C:21]([Cl:22])=[CH:20][C:19]([Cl:23])=[CH:18][N:17]=2)[CH:10]=1.O[Li].O, predict the reaction product. The product is: [Cl:15][C:12]1[CH:13]=[CH:14][C:9]([C:8]([OH:24])=[O:7])=[CH:10][C:11]=1[C:16]1[C:21]([Cl:22])=[CH:20][C:19]([Cl:23])=[CH:18][N:17]=1. (6) Given the reactants FC1C(O[C:9]([C:11]2[NH:12][C:13]3[C:18]([CH:19]=2)=[CH:17][C:16]([O:20][C:21]2[C:30]4[C:25](=[CH:26][C:27]([O:33][CH3:34])=[C:28]([O:31][CH3:32])[CH:29]=4)[N:24]=[CH:23][CH:22]=2)=[CH:15][CH:14]=3)=[O:10])=C(F)C(F)=C(F)C=1F.[CH:39]1([CH2:42][NH2:43])[CH2:41][CH2:40]1, predict the reaction product. The product is: [CH:39]1([CH2:42][NH:43][C:9]([C:11]2[NH:12][C:13]3[C:18]([CH:19]=2)=[CH:17][C:16]([O:20][C:21]2[C:30]4[C:25](=[CH:26][C:27]([O:33][CH3:34])=[C:28]([O:31][CH3:32])[CH:29]=4)[N:24]=[CH:23][CH:22]=2)=[CH:15][CH:14]=3)=[O:10])[CH2:41][CH2:40]1. (7) Given the reactants [CH3:1][CH:2]1[S:6](=[O:8])(=[O:7])[O:5][CH2:4][CH2:3]1.[OH-].[NH4+:10].CCO, predict the reaction product. The product is: [NH2:10][CH2:4][CH2:3][CH:2]([S:6]([OH:5])(=[O:8])=[O:7])[CH3:1]. (8) Given the reactants C1C=CC(P(C2C=CC=CC=2)C2C=CC=CC=2)=CC=1.[OH:20][C:21]1[CH:28]=[CH:27][C:24]([C:25]#[N:26])=[CH:23][N:22]=1.[CH:29]1[CH:34]=[CH:33][C:32]([CH2:35]OC(/N=N/C(O[CH2:35][C:32]2[CH:33]=[CH:34][CH:29]=[CH:30][CH:31]=2)=O)=O)=[CH:31][CH:30]=1.[Cl:51][C:52]1[CH:53]=[C:54]([CH:59]2[CH2:63][NH:62][CH2:61][CH:60]2[CH:64](O)[CH3:65])[CH:55]=[CH:56][C:57]=1[Cl:58], predict the reaction product. The product is: [CH2:35]([N:62]1[CH2:63][CH:59]([C:54]2[CH:55]=[CH:56][C:57]([Cl:58])=[C:52]([Cl:51])[CH:53]=2)[CH:60]([CH:64]([O:20][C:21]2[CH:28]=[CH:27][C:24]([C:25]#[N:26])=[CH:23][N:22]=2)[CH3:65])[CH2:61]1)[C:32]1[CH:33]=[CH:34][CH:29]=[CH:30][CH:31]=1. (9) The product is: [CH:3]1([CH2:7][O:8][CH2:10][C:11]([OH:13])=[O:12])[CH2:6][CH2:5][CH2:4]1. Given the reactants [H-].[Na+].[CH:3]1([CH2:7][OH:8])[CH2:6][CH2:5][CH2:4]1.Cl[CH2:10][C:11]([O-:13])=[O:12].[Na+], predict the reaction product. (10) Given the reactants [CH:1]([P:3](=[O:6])([OH:5])[OH:4])=[CH2:2].[C:7]([NH2:11])(=[O:10])[CH:8]=[CH2:9].CC(N=NC(C#N)(C)C)(C#N)C, predict the reaction product. The product is: [C:7]([NH2:11])(=[O:10])[CH:8]=[CH2:9].[CH:1]([P:3](=[O:4])([OH:6])[OH:5])=[CH2:2].